Predict the product of the given reaction. From a dataset of Forward reaction prediction with 1.9M reactions from USPTO patents (1976-2016). (1) Given the reactants [CH3:1][O:2][C:3]1[CH:36]=[C:35]([O:37][CH3:38])[CH:34]=[CH:33][C:4]=1[CH2:5][N:6]([C:28]1[S:29][CH:30]=[CH:31][N:32]=1)[S:7]([C:10]1[CH:11]=[C:12]2[C:17](=[CH:18][CH:19]=1)[C:16]([C:20]1[CH:25]=[CH:24][CH:23]=[CH:22][C:21]=1[OH:26])=[N:15][CH:14]=[C:13]2[F:27])(=[O:9])=[O:8].C(=O)([O-])[O-].[Cs+].[Cs+].Br[CH2:46][C:47]#[N:48], predict the reaction product. The product is: [C:47]([CH2:46][O:26][C:21]1[CH:22]=[CH:23][CH:24]=[CH:25][C:20]=1[C:16]1[C:17]2[C:12](=[CH:11][C:10]([S:7]([N:6]([CH2:5][C:4]3[CH:33]=[CH:34][C:35]([O:37][CH3:38])=[CH:36][C:3]=3[O:2][CH3:1])[C:28]3[S:29][CH:30]=[CH:31][N:32]=3)(=[O:8])=[O:9])=[CH:19][CH:18]=2)[C:13]([F:27])=[CH:14][N:15]=1)#[N:48]. (2) Given the reactants [OH:1][CH2:2][CH2:3][CH2:4][C@H:5]([C:35]([O:37][C:38]([CH3:41])([CH3:40])[CH3:39])=[O:36])[CH2:6][C@@H:7]([C:28]([O:30][C:31]([CH3:34])([CH3:33])[CH3:32])=[O:29])[NH:8][C:9]([C:22]1[CH:27]=[CH:26][CH:25]=[CH:24][CH:23]=1)([C:16]1[CH:21]=[CH:20][CH:19]=[CH:18][CH:17]=1)[C:10]1[CH:15]=[CH:14][CH:13]=[CH:12][CH:11]=1.C(N(CC)CC)C.[N+:49]([C:52]1[CH:57]=[CH:56][C:55]([S:58](Cl)(=[O:60])=[O:59])=[CH:54][C:53]=1[C:62]([F:65])([F:64])[F:63])([O-:51])=[O:50].O, predict the reaction product. The product is: [N+:49]([C:52]1[CH:57]=[CH:56][C:55]([S:58]([O:1][CH2:2][CH2:3][CH2:4][C@H:5]([C:35]([O:37][C:38]([CH3:41])([CH3:40])[CH3:39])=[O:36])[CH2:6][C@@H:7]([C:28]([O:30][C:31]([CH3:33])([CH3:34])[CH3:32])=[O:29])[NH:8][C:9]([C:10]2[CH:15]=[CH:14][CH:13]=[CH:12][CH:11]=2)([C:22]2[CH:27]=[CH:26][CH:25]=[CH:24][CH:23]=2)[C:16]2[CH:17]=[CH:18][CH:19]=[CH:20][CH:21]=2)(=[O:60])=[O:59])=[CH:54][C:53]=1[C:62]([F:65])([F:63])[F:64])([O-:51])=[O:50]. (3) Given the reactants C(OC(=O)[NH:7][CH:8]([CH2:26][CH:27]([CH2:31][C:32]1[CH:33]=[C:34]2[C:38](=[CH:39][CH:40]=1)[N:37]([CH3:41])[CH:36]=[C:35]2[CH2:42][CH2:43][CH2:44][O:45][CH3:46])[CH:28]([CH3:30])[CH3:29])[CH:9]([OH:25])[CH2:10][CH:11]([C:15](=[O:24])[NH:16][C:17]1[CH:22]=[CH:21][C:20]([F:23])=[CH:19][N:18]=1)[CH:12]([CH3:14])[CH3:13])(C)(C)C.FC(F)(F)C(O)=O, predict the reaction product. The product is: [F:23][C:20]1[CH:21]=[CH:22][C:17]([NH:16][C:15](=[O:24])[CH:11]([CH:12]([CH3:14])[CH3:13])[CH2:10][CH:9]([OH:25])[CH:8]([NH2:7])[CH2:26][CH:27]([CH2:31][C:32]2[CH:33]=[C:34]3[C:38](=[CH:39][CH:40]=2)[N:37]([CH3:41])[CH:36]=[C:35]3[CH2:42][CH2:43][CH2:44][O:45][CH3:46])[CH:28]([CH3:30])[CH3:29])=[N:18][CH:19]=1. (4) Given the reactants [OH:1][CH:2]1[CH2:6][CH2:5][O:4][CH2:3]1.[H-].[Na+].F[C:10]1[CH:11]=[C:12]([CH:16]=[CH:17][C:18]=1[N+:19]([O-:21])=[O:20])[C:13]([NH2:15])=[O:14], predict the reaction product. The product is: [N+:19]([C:18]1[CH:10]=[CH:11][C:12]([C:13]([NH2:15])=[O:14])=[CH:16][C:17]=1[O:1][CH:2]1[CH2:6][CH2:5][O:4][CH2:3]1)([O-:21])=[O:20]. (5) Given the reactants C([O:5][C:6](=[O:31])[CH2:7][CH2:8][CH2:9][N:10]1[C:15]2[CH:16]=[CH:17][C:18]([Cl:20])=[CH:19][C:14]=2[C:13]([C:25]#[C:26][CH:27]2[CH2:29][CH2:28]2)([C:21]([F:24])([F:23])[F:22])[O:12][C:11]1=[O:30])(C)(C)C.FC(F)(F)C(O)=O, predict the reaction product. The product is: [Cl:20][C:18]1[CH:17]=[CH:16][C:15]2[N:10]([CH2:9][CH2:8][CH2:7][C:6]([OH:31])=[O:5])[C:11](=[O:30])[O:12][C:13]([C:25]#[C:26][CH:27]3[CH2:28][CH2:29]3)([C:21]([F:22])([F:23])[F:24])[C:14]=2[CH:19]=1. (6) Given the reactants [Cl:1][C:2]1[C:3]([F:42])=[C:4]([C@@H:8]2[C@:12]([C:15]3[CH:20]=[CH:19][C:18]([Cl:21])=[CH:17][C:16]=3[F:22])([C:13]#[N:14])[C@H:11]([CH2:23][C:24]([CH3:27])([CH3:26])[CH3:25])[NH:10][C@H:9]2[C:28]([NH:30][C:31]2C=CC(C(O)=O)=C(OC)C=2)=[O:29])[CH:5]=[CH:6][CH:7]=1.CO[CH2:45][CH2:46][O:47]C.C=[O:50], predict the reaction product. The product is: [Cl:1][C:2]1[C:3]([F:42])=[C:4]([C@H:8]2[C@H:9]3[N:10]([CH2:31][N:30]([CH2:45][C:46]([OH:47])=[O:50])[C:28]3=[O:29])[C@@H:11]([CH2:23][C:24]([CH3:27])([CH3:25])[CH3:26])[C@@:12]2([C:15]2[CH:20]=[CH:19][C:18]([Cl:21])=[CH:17][C:16]=2[F:22])[C:13]#[N:14])[CH:5]=[CH:6][CH:7]=1. (7) Given the reactants [OH-:1].[Na+].O[C:4]1[CH:13]=[CH:12][C:11]2[C:6](=[CH:7][CH:8]=[CH:9][CH:10]=2)[C:5]=1[C:14]1[C:23]2[C:18](=[CH:19][CH:20]=[CH:21][CH:22]=2)[CH:17]=[CH:16][C:15]=1O.[CH2:25]([N+](CCCC)(CCCC)CCCC)CCC.S([O:47][CH3:48])(OC)(=O)=O, predict the reaction product. The product is: [CH3:25][O:1][C:4]1[CH:13]=[CH:12][C:11]2[C:6](=[CH:7][CH:8]=[CH:9][CH:10]=2)[C:5]=1[C:14]1[C:23]2[C:18](=[CH:19][CH:20]=[CH:21][CH:22]=2)[CH:17]=[CH:16][C:15]=1[O:47][CH3:48].